From a dataset of Catalyst prediction with 721,799 reactions and 888 catalyst types from USPTO. Predict which catalyst facilitates the given reaction. (1) Reactant: [F:1][C:2]([F:10])([F:9])[C@H:3]([OH:8])[CH2:4][CH2:5][NH:6][CH3:7].[C:11]([O:15][C:16](O[C:16]([O:15][C:11]([CH3:14])([CH3:13])[CH3:12])=[O:17])=[O:17])([CH3:14])([CH3:13])[CH3:12]. Product: [CH3:7][N:6]([CH2:5][CH2:4][C@@H:3]([OH:8])[C:2]([F:10])([F:9])[F:1])[C:16](=[O:17])[O:15][C:11]([CH3:14])([CH3:13])[CH3:12]. The catalyst class is: 1. (2) Reactant: [CH2:1]1[O:12][CH:4]([C:5]2[CH:10]=[CH:9][CH:8]=[C:7]([NH2:11])[CH:6]=2)[O:3][CH2:2]1.[Cl:13][C:14]1[CH:22]=[CH:21][C:17]([C:18](Cl)=[O:19])=[CH:16][CH:15]=1. Product: [Cl:13][C:14]1[CH:22]=[CH:21][C:17]([C:18]([NH:11][C:7]2[CH:8]=[CH:9][CH:10]=[C:5]([CH:4]3[O:3][CH2:2][CH2:1][O:12]3)[CH:6]=2)=[O:19])=[CH:16][CH:15]=1. The catalyst class is: 13. (3) Reactant: [C:1]([C:3]1[CH:4]=[C:5]([CH:42]=[C:43]([C:45]([F:48])([F:47])[F:46])[CH:44]=1)[CH2:6][N:7]([CH2:23][C:24]1[CH:29]=[C:28]([C:30]([F:33])([F:32])[F:31])[CH:27]=[CH:26][C:25]=1[N:34]([CH2:38][CH:39]1[CH2:41][CH2:40]1)[CH2:35][CH2:36][CH3:37])[C:8]1[N:13]=[CH:12][C:11]([O:14][CH2:15][CH2:16][CH2:17][C:18]([O:20]CC)=[O:19])=[CH:10][N:9]=1)#[N:2].[OH-].[Na+].C(OCC)(=O)C. Product: [C:1]([C:3]1[CH:4]=[C:5]([CH:42]=[C:43]([C:45]([F:48])([F:46])[F:47])[CH:44]=1)[CH2:6][N:7]([CH2:23][C:24]1[CH:29]=[C:28]([C:30]([F:32])([F:33])[F:31])[CH:27]=[CH:26][C:25]=1[N:34]([CH2:38][CH:39]1[CH2:40][CH2:41]1)[CH2:35][CH2:36][CH3:37])[C:8]1[N:9]=[CH:10][C:11]([O:14][CH2:15][CH2:16][CH2:17][C:18]([OH:20])=[O:19])=[CH:12][N:13]=1)#[N:2]. The catalyst class is: 7. (4) Reactant: C(P(CCCC)CCCC)CCC.[CH2:14]([O:16][C:17](=[O:27])[CH2:18][CH2:19][C:20]1[CH:25]=[CH:24][C:23]([OH:26])=[CH:22][CH:21]=1)[CH3:15].[Br:28][C:29]1[CH:34]=[CH:33][C:32]([C:35]([C:39]2[CH:44]=[CH:43][C:42]([Br:45])=[CH:41][CH:40]=2)=[CH:36][CH2:37]O)=[CH:31][CH:30]=1. Product: [CH2:14]([O:16][C:17](=[O:27])[CH2:18][CH2:19][C:20]1[CH:21]=[CH:22][C:23]([O:26][CH2:37][CH:36]=[C:35]([C:32]2[CH:31]=[CH:30][C:29]([Br:28])=[CH:34][CH:33]=2)[C:39]2[CH:40]=[CH:41][C:42]([Br:45])=[CH:43][CH:44]=2)=[CH:24][CH:25]=1)[CH3:15]. The catalyst class is: 1. (5) Reactant: [F:1][C:2]1[CH:3]=[CH:4][C:5]([C:8]2[C:12]([CH2:13][O:14][C:15]3[N:16]=[CH:17][C:18]([C:21]([OH:23])=O)=[N:19][CH:20]=3)=[C:11]([CH3:24])[O:10][N:9]=2)=[N:6][CH:7]=1.CC1O[N:29]=[C:28](C2C=CC=CC=2)[C:27]=1[CH2:37][O:38][C:39]1N=CC(C(O)=O)=N[CH:44]=1.NC1CCOCC1.C(OCC)(=O)C. Product: [O:38]1[CH2:37][CH2:27][CH:28]([NH:29][C:21]([C:18]2[CH:17]=[N:16][C:15]([O:14][CH2:13][C:12]3[C:8]([C:5]4[CH:4]=[CH:3][C:2]([F:1])=[CH:7][N:6]=4)=[N:9][O:10][C:11]=3[CH3:24])=[CH:20][N:19]=2)=[O:23])[CH2:44][CH2:39]1. The catalyst class is: 100. (6) Reactant: [C:1]([C:3]1[CH:16]=[C:15]([C:17]2[CH:22]=[CH:21][N:20]=[C:19]([NH:23][C:24]3[CH:29]=[CH:28][C:27]([N:30]4[CH2:35][CH2:34][O:33][CH2:32][CH2:31]4)=[CH:26][CH:25]=3)[N:18]=2)[CH:14]=[CH:13][C:4]=1[O:5][CH2:6][C:7]([CH3:12])([CH3:11])[C:8](O)=[O:9])#[N:2].[CH3:36][N:37]([CH3:41])[CH2:38][CH2:39][NH2:40].CN(C(ON1N=NC2C=CC=CC1=2)=[N+](C)C)C.F[P-](F)(F)(F)(F)F.CCN(C(C)C)C(C)C. Product: [C:1]([C:3]1[CH:16]=[C:15]([C:17]2[CH:22]=[CH:21][N:20]=[C:19]([NH:23][C:24]3[CH:29]=[CH:28][C:27]([N:30]4[CH2:31][CH2:32][O:33][CH2:34][CH2:35]4)=[CH:26][CH:25]=3)[N:18]=2)[CH:14]=[CH:13][C:4]=1[O:5][CH2:6][C:7]([CH3:12])([CH3:11])[C:8]([NH:40][CH2:39][CH2:38][N:37]([CH3:41])[CH3:36])=[O:9])#[N:2]. The catalyst class is: 3.